From a dataset of Reaction yield outcomes from USPTO patents with 853,638 reactions. Predict the reaction yield, written as a fraction of the theoretical maximum amount of product (1.0 means a 100% yield; for example, 0.34 means a 34% yield). The reactants are Cl[C:2]1[CH:7]=[C:6]([NH:8][C:9]2[C:10]([O:18][CH3:19])=[C:11]([CH:15]=[CH:16][CH:17]=2)[C:12]([OH:14])=[O:13])[C:5]([C:20](=[O:23])[NH:21][CH3:22])=[CH:4][N:3]=1.[F:24][C:25]1[C:26]([CH3:32])=[CH:27][C:28]([NH2:31])=[N:29][CH:30]=1.[Li+].C[Si]([N-][Si](C)(C)C)(C)C.Cl. The catalyst is C1C=CC(/C=C/C(/C=C/C2C=CC=CC=2)=O)=CC=1.C1C=CC(/C=C/C(/C=C/C2C=CC=CC=2)=O)=CC=1.C1C=CC(/C=C/C(/C=C/C2C=CC=CC=2)=O)=CC=1.[Pd].[Pd].CC(C1C=C(C(C)C)C(C2C(P(C3CCCCC3)C3CCCCC3)=C(OC)C=CC=2OC)=C(C(C)C)C=1)C.O. The product is [F:24][C:25]1[C:26]([CH3:32])=[CH:27][C:28]([NH:31][C:2]2[CH:7]=[C:6]([NH:8][C:9]3[C:10]([O:18][CH3:19])=[C:11]([CH:15]=[CH:16][CH:17]=3)[C:12]([OH:14])=[O:13])[C:5]([C:20](=[O:23])[NH:21][CH3:22])=[CH:4][N:3]=2)=[N:29][CH:30]=1. The yield is 0.970.